Dataset: Merck oncology drug combination screen with 23,052 pairs across 39 cell lines. Task: Regression. Given two drug SMILES strings and cell line genomic features, predict the synergy score measuring deviation from expected non-interaction effect. Drug 1: N#Cc1ccc(Cn2cncc2CN2CCN(c3cccc(Cl)c3)C(=O)C2)cc1. Drug 2: C#Cc1cccc(Nc2ncnc3cc(OCCOC)c(OCCOC)cc23)c1. Cell line: MDAMB436. Synergy scores: synergy=8.13.